This data is from Full USPTO retrosynthesis dataset with 1.9M reactions from patents (1976-2016). The task is: Predict the reactants needed to synthesize the given product. The reactants are: [CH2:1]([O:3][C:4]([C:6]1(C(O)=O)[CH2:9][N:8]([C:10]([O:12][C:13]([CH3:16])([CH3:15])[CH3:14])=[O:11])[CH2:7]1)=[O:5])[CH3:2].C1(P(N=[N+]=[N-])(C2C=CC=CC=2)=[O:27])C=CC=CC=1.C([N:39]([CH2:42]C)CC)C.[CH2:44]([OH:51])[C:45]1[CH:50]=[CH:49][CH:48]=[CH:47][CH:46]=1. Given the product [CH2:1]([O:3][C:4]([C:6]1([NH:39][C:42]([O:51][CH2:44][C:45]2[CH:50]=[CH:49][CH:48]=[CH:47][CH:46]=2)=[O:27])[CH2:7][N:8]([C:10]([O:12][C:13]([CH3:14])([CH3:15])[CH3:16])=[O:11])[CH2:9]1)=[O:5])[CH3:2], predict the reactants needed to synthesize it.